Task: Predict the reactants needed to synthesize the given product.. Dataset: Full USPTO retrosynthesis dataset with 1.9M reactions from patents (1976-2016) Given the product [Br:3][C:2]1[C:1](=[O:9])[N:19]([C:14]2[CH:13]=[C:12]([F:11])[CH:17]=[C:16]([F:18])[CH:15]=2)[N:20]=[CH:6][C:4]=1[Br:5], predict the reactants needed to synthesize it. The reactants are: [C:1]([OH:9])(=O)/[C:2](=[C:4](\[CH:6]=O)/[Br:5])/[Br:3].Cl.[F:11][C:12]1[CH:13]=[C:14]([NH:19][NH2:20])[CH:15]=[C:16]([F:18])[CH:17]=1.C(N(CC)CC)C.